Dataset: Full USPTO retrosynthesis dataset with 1.9M reactions from patents (1976-2016). Task: Predict the reactants needed to synthesize the given product. (1) Given the product [CH3:38][C:58]1[CH:59]=[C:46]([NH:45][C:5](=[O:11])[NH:35][C:34]2[CH:36]=[CH:37][C:31]([C:22]3[N:23]=[C:24]([N:25]4[CH2:30][CH2:29][O:28][CH2:27][CH2:26]4)[C:19]4[N:18]=[N:17][N:16]([CH:13]([CH3:15])[CH3:14])[C:20]=4[N:21]=3)=[CH:32][CH:33]=2)[CH:47]=[CH:48][C:49]=1[C:50]([NH:52][CH2:53][CH2:54][N:55]([CH3:56])[CH3:57])=[O:51], predict the reactants needed to synthesize it. The reactants are: ClC(Cl)(O[C:5](=[O:11])OC(Cl)(Cl)Cl)Cl.[CH:13]([N:16]1[C:20]2[N:21]=[C:22]([C:31]3[CH:37]=[CH:36][C:34]([NH2:35])=[CH:33][CH:32]=3)[N:23]=[C:24]([N:25]3[CH2:30][CH2:29][O:28][CH2:27][CH2:26]3)[C:19]=2[N:18]=[N:17]1)([CH3:15])[CH3:14].[CH3:38]CN(CC)CC.[NH2:45][C:46]1[CH:59]=[CH:58][C:49]([C:50]([NH:52][CH2:53][CH2:54][N:55]([CH3:57])[CH3:56])=[O:51])=[CH:48][CH:47]=1. (2) Given the product [F:23][C:2]([F:1])([F:22])[C:3]1[CH:17]=[C:16]([C:18]([F:21])([F:20])[F:19])[CH:15]=[CH:14][C:4]=1[CH2:5][N:6]1[CH2:11][CH2:10][CH:9](/[CH:12]=[C:37]2/[C:33]([NH:32][CH2:31][CH2:30][O:29][CH2:28][CH2:27][N:26]([CH2:24][CH3:25])[CH2:39][CH3:40])=[N:34][C:35](=[O:38])[S:36]/2)[CH2:8][CH2:7]1, predict the reactants needed to synthesize it. The reactants are: [F:1][C:2]([F:23])([F:22])[C:3]1[CH:17]=[C:16]([C:18]([F:21])([F:20])[F:19])[CH:15]=[CH:14][C:4]=1[CH2:5][N:6]1[CH2:11][CH2:10][CH:9]([CH:12]=O)[CH2:8][CH2:7]1.[CH2:24]([N:26]([CH2:39][CH3:40])[CH2:27][CH2:28][O:29][CH2:30][CH2:31][NH:32][C:33]1[CH2:37][S:36][C:35](=[O:38])[N:34]=1)[CH3:25].C([O-])(=O)C.[NH2+]1CCCCC1. (3) Given the product [Cl:24][C:23]1[C:22]([O:25][CH3:26])=[CH:21][C:20]([O:27][CH3:28])=[C:19]([Cl:29])[C:18]=1[NH:17][C:9]1[N:8]([C:4]2[CH:3]=[C:2]([NH:42][C:41]3[CH:40]=[CH:39][C:38]([N:35]4[CH2:34][CH2:33][N:32]([CH2:30][CH3:31])[CH2:37][CH2:36]4)=[CH:44][CH:43]=3)[N:7]=[CH:6][N:5]=2)[C:12]2[CH:13]=[CH:14][CH:15]=[CH:16][C:11]=2[N:10]=1, predict the reactants needed to synthesize it. The reactants are: Cl[C:2]1[N:7]=[CH:6][N:5]=[C:4]([N:8]2[C:12]3[CH:13]=[CH:14][CH:15]=[CH:16][C:11]=3[N:10]=[C:9]2[NH:17][C:18]2[C:23]([Cl:24])=[C:22]([O:25][CH3:26])[CH:21]=[C:20]([O:27][CH3:28])[C:19]=2[Cl:29])[CH:3]=1.[CH2:30]([N:32]1[CH2:37][CH2:36][N:35]([C:38]2[CH:44]=[CH:43][C:41]([NH2:42])=[CH:40][CH:39]=2)[CH2:34][CH2:33]1)[CH3:31].FC(F)(F)C(O)=O. (4) Given the product [OH:18][C:15]1[CH:16]=[CH:17][C:12]([CH2:11][CH:10]([O:26][CH2:27][CH2:28][O:29][CH3:30])[C:9]([OH:31])=[O:8])=[CH:13][CH:14]=1, predict the reactants needed to synthesize it. The reactants are: C([O:8][C:9](=[O:31])/[C:10](/[O:26][CH2:27][CH2:28][O:29][CH3:30])=[CH:11]/[C:12]1[CH:17]=[CH:16][C:15]([O:18]CC2C=CC=CC=2)=[CH:14][CH:13]=1)C1C=CC=CC=1. (5) Given the product [O:29]=[C:24]1[CH2:25][CH2:26][C:27](=[O:28])[N:23]1[O:20][C:19]([C:4]1[CH:5]=[CH:6][C:7]([C:9]2[C:14]([C:15]([F:18])([F:17])[F:16])=[CH:13][CH:12]=[CH:11][N:10]=2)=[N:8][C:3]=1[NH2:2])=[O:21], predict the reactants needed to synthesize it. The reactants are: Cl.[NH2:2][C:3]1[N:8]=[C:7]([C:9]2[C:14]([C:15]([F:18])([F:17])[F:16])=[CH:13][CH:12]=[CH:11][N:10]=2)[CH:6]=[CH:5][C:4]=1[C:19]([OH:21])=[O:20].O[N:23]1[C:27](=[O:28])[CH2:26][CH2:25][C:24]1=[O:29].CCN=C=NCCCN(C)C.CCN(C(C)C)C(C)C. (6) Given the product [Br:13][C:14]1[CH:15]=[CH:16][C:17]([F:23])=[C:18]([CH:22]=1)[C:19]([NH:31][C:30]1[CH:32]=[CH:33][C:27]([O:26][C:25]([F:24])([F:34])[F:35])=[CH:28][CH:29]=1)=[O:21], predict the reactants needed to synthesize it. The reactants are: C(N1C=CN=C1)(N1C=CN=C1)=O.[Br:13][C:14]1[CH:15]=[CH:16][C:17]([F:23])=[C:18]([CH:22]=1)[C:19]([OH:21])=O.[F:24][C:25]([F:35])([F:34])[O:26][C:27]1[CH:33]=[CH:32][C:30]([NH2:31])=[CH:29][CH:28]=1. (7) Given the product [C:18]1([CH:24]([C:35]2[CH:40]=[CH:39][CH:38]=[CH:37][CH:36]=2)[N:25]2[CH2:30][CH2:29][CH:28]([CH2:31][CH2:32][CH2:33][NH:34][C:9](=[O:11])[CH:8]=[CH:7][C:3]3[CH:2]=[N:1][CH:6]=[CH:5][CH:4]=3)[CH2:27][CH2:26]2)[CH:19]=[CH:20][CH:21]=[CH:22][CH:23]=1, predict the reactants needed to synthesize it. The reactants are: [N:1]1[CH:6]=[CH:5][CH:4]=[C:3]([CH:7]=[CH:8][C:9]([OH:11])=O)[CH:2]=1.C(Cl)(=O)C(Cl)=O.[C:18]1([CH:24]([C:35]2[CH:40]=[CH:39][CH:38]=[CH:37][CH:36]=2)[N:25]2[CH2:30][CH2:29][CH:28]([CH2:31][CH2:32][CH2:33][NH2:34])[CH2:27][CH2:26]2)[CH:23]=[CH:22][CH:21]=[CH:20][CH:19]=1. (8) Given the product [C:9]([CH:8]([C:3]1[CH:4]=[CH:5][CH:6]=[CH:7][C:2]=1[C:30]1[CH:29]=[CH:28][CH:27]=[C:26]([C:24]#[N:25])[CH:31]=1)[CH:11]([C:18]1[CH:19]=[N:20][CH:21]=[CH:22][CH:23]=1)[C:12]1[CH:13]=[N:14][CH:15]=[CH:16][CH:17]=1)#[N:10], predict the reactants needed to synthesize it. The reactants are: Br[C:2]1[CH:7]=[CH:6][CH:5]=[CH:4][C:3]=1[CH:8]([CH:11]([C:18]1[CH:19]=[N:20][CH:21]=[CH:22][CH:23]=1)[C:12]1[CH:13]=[N:14][CH:15]=[CH:16][CH:17]=1)[C:9]#[N:10].[C:24]([C:26]1[CH:27]=[C:28](B(O)O)[CH:29]=[CH:30][CH:31]=1)#[N:25].C(=O)([O-])[O-].[Cs+].[Cs+]. (9) The reactants are: C(=O)([O-])[O-].[Na+].[Na+].[C:7]12([OH:17])[CH2:16][CH:11]3[CH2:12][CH:13]([CH2:15][CH:9]([CH2:10]3)[CH2:8]1)[CH2:14]2.[C:18]([O:21][CH:22]=[CH2:23])(=[O:20])[CH3:19].C(OC12CC3CC(CC(C3)C1)C2)=C. Given the product [C:18]([O:21][CH:22]([O:17][C:7]12[CH2:14][CH:13]3[CH2:12][CH:11]([CH2:10][CH:9]([CH2:15]3)[CH2:8]1)[CH2:16]2)[CH3:23])(=[O:20])[CH3:19], predict the reactants needed to synthesize it.